This data is from Full USPTO retrosynthesis dataset with 1.9M reactions from patents (1976-2016). The task is: Predict the reactants needed to synthesize the given product. (1) Given the product [NH2:30][C:29]1[S:28][C:27]([C:44]2[CH:45]=[CH:46][C:41]([O:40][CH3:39])=[CH:42][C:43]=2[C:50]([F:51])([F:52])[F:53])=[N:26][C:25]=1[C:23]([NH:22][C:17]1[CH:18]=[N:19][N:20]([CH3:21])[C:16]=1[N:13]1[CH2:14][CH2:15][CH:10]([CH2:9][NH2:8])[CH2:11][CH2:12]1)=[O:24], predict the reactants needed to synthesize it. The reactants are: C(OC([NH:8][CH2:9][CH:10]1[CH2:15][CH2:14][N:13]([C:16]2[N:20]([CH3:21])[N:19]=[CH:18][C:17]=2[NH:22][C:23]([C:25]2[N:26]=[C:27](Br)[S:28][C:29]=2[NH:30]C(=O)OC(C)(C)C)=[O:24])[CH2:12][CH2:11]1)=O)CCC.[CH3:39][O:40][C:41]1[CH:46]=[CH:45][C:44](B(O)O)=[C:43]([C:50]([F:53])([F:52])[F:51])[CH:42]=1. (2) Given the product [C:31]([C:26]1[CH:27]=[CH:28][CH:29]=[CH:30][C:25]=1[N:22]1[CH2:21][CH2:20][N:19]([C:17](=[O:18])[C:16]([NH:15][C:12]2[CH:11]=[CH:10][C:9]([OH:8])=[CH:14][CH:13]=2)=[O:35])[CH2:24][CH2:23]1)([CH3:34])([CH3:32])[CH3:33], predict the reactants needed to synthesize it. The reactants are: C([O:8][C:9]1[CH:14]=[CH:13][C:12]([NH:15][C:16](=[O:35])[C:17]([N:19]2[CH2:24][CH2:23][N:22]([C:25]3[CH:30]=[CH:29][CH:28]=[CH:27][C:26]=3[C:31]([CH3:34])([CH3:33])[CH3:32])[CH2:21][CH2:20]2)=[O:18])=[CH:11][CH:10]=1)C1C=CC=CC=1.